Task: Predict the reaction yield, written as a fraction of the theoretical maximum amount of product (1.0 means a 100% yield; for example, 0.34 means a 34% yield).. Dataset: Reaction yield outcomes from USPTO patents with 853,638 reactions The reactants are [Cl:1][C:2]1[C:10]2[N:9]=[C:8]([NH:11][C:12]3[C:17]([CH3:18])=[CH:16][C:15]([Cl:19])=[CH:14][C:13]=3[O:20][CH3:21])[N:7]([CH2:22][CH2:23]O)[C:6]=2[C:5]([CH:25]([CH2:28][CH3:29])[CH2:26][CH3:27])=[CH:4][CH:3]=1.C(N(C(C)C)CC)(C)C.CS(Cl)(=O)=O. The catalyst is O1CCCC1.C(=O)([O-])O.[Na+]. The product is [Cl:1][C:2]1[C:10]2[N:9]=[C:8]3[N:11]([C:12]4[C:17]([CH3:18])=[CH:16][C:15]([Cl:19])=[CH:14][C:13]=4[O:20][CH3:21])[CH2:23][CH2:22][N:7]3[C:6]=2[C:5]([CH:25]([CH2:28][CH3:29])[CH2:26][CH3:27])=[CH:4][CH:3]=1. The yield is 0.800.